This data is from Full USPTO retrosynthesis dataset with 1.9M reactions from patents (1976-2016). The task is: Predict the reactants needed to synthesize the given product. (1) Given the product [Cl:19][C:2]1[CH:7]=[CH:6][N:5]2[C:8]([CH2:11][C:12]([F:15])([F:14])[F:13])=[CH:9][N:10]=[C:4]2[C:3]=1[C:16]#[N:17], predict the reactants needed to synthesize it. The reactants are: O[C:2]1[CH:7]=[CH:6][N:5]2[C:8]([CH2:11][C:12]([F:15])([F:14])[F:13])=[CH:9][N:10]=[C:4]2[C:3]=1[C:16]#[N:17].O(Cl)[Cl:19].[P+5].C([O-])(O)=O.[Na+]. (2) The reactants are: [Cl:1][C:2]1[N:10]=[C:9]2[C:5]([N:6]=[CH:7][N:8]2[CH:11]2[CH2:15][CH2:14][O:13][CH2:12]2)=[C:4](Cl)[N:3]=1.[NH2:17][C:18]1[CH:23]=[CH:22][CH:21]=[CH:20][CH:19]=1. Given the product [Cl:1][C:2]1[N:10]=[C:9]2[C:5]([N:6]=[CH:7][N:8]2[CH:11]2[CH2:15][CH2:14][O:13][CH2:12]2)=[C:4]([NH:17][C:18]2[CH:23]=[CH:22][CH:21]=[CH:20][CH:19]=2)[N:3]=1, predict the reactants needed to synthesize it. (3) Given the product [F:1][C:2]1[CH:3]=[C:4]([CH2:8][CH2:9][CH2:10][OH:11])[CH:5]=[CH:6][CH:7]=1, predict the reactants needed to synthesize it. The reactants are: [F:1][C:2]1[CH:3]=[C:4](/[CH:8]=[CH:9]/[C:10](OC)=[O:11])[CH:5]=[CH:6][CH:7]=1.CC(C[AlH]CC(C)C)C.